From a dataset of Forward reaction prediction with 1.9M reactions from USPTO patents (1976-2016). Predict the product of the given reaction. (1) Given the reactants S(Cl)(Cl)=O.COC[O:8][C:9]1[CH:10]=[C:11]([CH:15]([CH3:19])[C:16]([OH:18])=[O:17])[CH:12]=[CH:13][CH:14]=1.[C:20]1(C)C=CC=CC=1.O, predict the reaction product. The product is: [OH:8][C:9]1[CH:10]=[C:11]([CH:15]([CH3:19])[C:16]([O:18][CH3:20])=[O:17])[CH:12]=[CH:13][CH:14]=1. (2) Given the reactants [C:1]1([CH3:10])[CH:6]=[CH:5][C:4]([CH2:7][CH2:8][NH2:9])=[CH:3][CH:2]=1.[CH:11](=O)[C:12]1[CH:17]=[CH:16][CH:15]=[CH:14][CH:13]=1.C([O-])([O-])=O.[K+].[K+], predict the reaction product. The product is: [CH3:10][C:1]1[CH:6]=[C:5]2[C:4]([CH2:7][CH2:8][NH:9][CH:11]2[C:12]2[CH:17]=[CH:16][CH:15]=[CH:14][CH:13]=2)=[CH:3][CH:2]=1. (3) Given the reactants Cl[CH2:2][C:3]1([C:14]([O:16][CH2:17][CH3:18])=[O:15])[CH2:6][N:5]([C:7]([O:9][C:10]([CH3:13])([CH3:12])[CH3:11])=[O:8])[CH2:4]1.C(=O)([O-])[O-].[K+].[K+].[I-].[Na+].[CH3:27][O:28][C:29]1[CH:30]=[C:31]2[C:36](=[CH:37][CH:38]=1)[CH:35]=[C:34]([OH:39])[CH:33]=[CH:32]2, predict the reaction product. The product is: [CH3:27][O:28][C:29]1[CH:30]=[C:31]2[C:36](=[CH:37][CH:38]=1)[CH:35]=[C:34]([O:39][CH2:2][C:3]1([C:14]([O:16][CH2:17][CH3:18])=[O:15])[CH2:6][N:5]([C:7]([O:9][C:10]([CH3:13])([CH3:12])[CH3:11])=[O:8])[CH2:4]1)[CH:33]=[CH:32]2. (4) Given the reactants CC(C(O)=O)C1C=CC(C2C=CC=CC=2)=C(F)C=1.OC(C(C1C=CC=C(C(C2C=CC=CC=2)=O)C=1)C)=O.C[C@H](C(O)=O)C1C=CC2C=C(OC)C=CC=2C=1.C[C@H](C([O-])=O)C1C=CC2C=C(OC)C=CC=2C=1.[Na+].C1C=C[C:76]([C:79]2[N:83]=[C:82]([CH2:84][CH2:85][C:86]([OH:88])=[O:87])[O:81][C:80]=2[C:89]2[CH:90]=[CH:91][CH:92]=[CH:93][CH:94]=2)=[CH:77][CH:78]=1.CCC1C=CC=C2C3CCOC(CC(O)=O)(CC)C=3NC=12, predict the reaction product. The product is: [CH:92]1[CH:91]=[CH:90][C:89]([C:80]([C:79]2[N:83]3[CH2:82][CH2:84][CH:85]([C:86]([OH:88])=[O:87])[C:78]3=[CH:77][CH:76]=2)=[O:81])=[CH:94][CH:93]=1. (5) Given the reactants [Cl:1][C:2]1[CH:7]=[C:6]([Cl:8])[CH:5]=[CH:4][C:3]=1[S:9]([NH:12][CH2:13][CH2:14][CH2:15][CH2:16][NH:17][C:18](=[O:32])[C@H:19]([CH2:28][CH:29]([CH3:31])[CH3:30])[NH:20]C(OC(C)(C)C)=O)(=[O:11])=[O:10].Cl, predict the reaction product. The product is: [ClH:1].[Cl:1][C:2]1[CH:7]=[C:6]([Cl:8])[CH:5]=[CH:4][C:3]=1[S:9]([NH:12][CH2:13][CH2:14][CH2:15][CH2:16][NH:17][C:18](=[O:32])[C@H:19]([CH2:28][CH:29]([CH3:30])[CH3:31])[NH2:20])(=[O:10])=[O:11]. (6) Given the reactants [F:1][C:2]([F:23])([CH:20]([F:22])[F:21])[CH2:3][O:4][C:5]1[CH:10]=[CH:9][C:8](OCC2C=CC=CC=2)([OH:11])[CH2:7][CH:6]=1, predict the reaction product. The product is: [F:1][C:2]([F:23])([CH:20]([F:21])[F:22])[CH2:3][O:4][C:5]1[CH:6]=[CH:7][C:8]([OH:11])=[CH:9][CH:10]=1. (7) Given the reactants [C:1]([NH:4][CH:5]1[CH2:9][CH2:8][N:7]([C:10]2[CH:15]=[CH:14][C:13]([N+:16]([O-])=O)=[C:12]([N:19]3[CH:23]=[CH:22][N:21]=[CH:20]3)[CH:11]=2)[CH2:6]1)(=[O:3])[CH3:2].C([O-])=O.[NH4+], predict the reaction product. The product is: [C:1]([NH:4][CH:5]1[CH2:9][CH2:8][N:7]([C:10]2[CH:15]=[CH:14][C:13]([NH2:16])=[C:12]([N:19]3[CH:23]=[CH:22][N:21]=[CH:20]3)[CH:11]=2)[CH2:6]1)(=[O:3])[CH3:2]. (8) Given the reactants [CH3:1][CH2:2][CH:3]([OH:6])[CH2:4][CH3:5].[H-].[Na+].Cl[C:10]1[C:11]2[CH:21]=[CH:20][N:19]([C:22]3[CH:27]=[CH:26][C:25]([CH3:28])=[CH:24][C:23]=3[CH3:29])[C:12]=2[C:13](=[O:18])[N:14]([CH2:16][CH3:17])[N:15]=1, predict the reaction product. The product is: [CH3:29][C:23]1[CH:24]=[C:25]([CH3:28])[CH:26]=[CH:27][C:22]=1[N:19]1[C:12]2[C:13](=[O:18])[N:14]([CH2:16][CH3:17])[N:15]=[C:10]([O:6][CH:3]([CH2:4][CH3:5])[CH2:2][CH3:1])[C:11]=2[CH:21]=[CH:20]1. (9) Given the reactants C(O)(C(F)(F)F)=O.C(OC(=O)[N:14]([CH2:18][CH2:19][CH2:20][N:21]1[C:25]([NH2:26])=[C:24]([C:27](=[O:29])[NH2:28])[N:23]=[C:22]1[S:30][C:31]1[N:35]([CH:36]([CH3:38])[CH3:37])[C:34]2[CH:39]=[CH:40][CH:41]=[CH:42][C:33]=2[N:32]=1)[CH:15]([CH3:17])[CH3:16])(C)(C)C, predict the reaction product. The product is: [NH2:26][C:25]1[N:21]([CH2:20][CH2:19][CH2:18][NH:14][CH:15]([CH3:16])[CH3:17])[C:22]([S:30][C:31]2[N:35]([CH:36]([CH3:37])[CH3:38])[C:34]3[CH:39]=[CH:40][CH:41]=[CH:42][C:33]=3[N:32]=2)=[N:23][C:24]=1[C:27]([NH2:28])=[O:29].